This data is from Full USPTO retrosynthesis dataset with 1.9M reactions from patents (1976-2016). The task is: Predict the reactants needed to synthesize the given product. (1) Given the product [Cl:22][C:5]1[C:6]([CH2:8][CH2:9][C:10]2[CH:15]=[CH:14][CH:13]=[CH:12][C:11]=2[C:16]2([C:19]([NH2:21])=[O:20])[CH2:18][CH2:17]2)=[N:7][C:2]([NH:23][C:24]2[CH:25]=[N:26][N:27]([CH3:29])[CH:28]=2)=[N:3][CH:4]=1, predict the reactants needed to synthesize it. The reactants are: Cl[C:2]1[N:7]=[C:6]([CH2:8][CH2:9][C:10]2[CH:15]=[CH:14][CH:13]=[CH:12][C:11]=2[C:16]2([C:19]([NH2:21])=[O:20])[CH2:18][CH2:17]2)[C:5]([Cl:22])=[CH:4][N:3]=1.[NH2:23][C:24]1[CH:25]=[N:26][N:27]([CH3:29])[CH:28]=1.C1(C)C=CC(S(O)(=O)=O)=CC=1. (2) Given the product [CH3:48][N:49]1[CH2:54][CH2:53][N:52]([C:55]2[N:60]=[CH:59][C:58]([C:61]3[CH:70]=[C:69]([C:71]([NH:1][C@H:2]4[CH2:7][CH2:6][C@H:5]([CH2:8][NH:9][C:10](=[O:16])[O:11][C:12]([CH3:13])([CH3:15])[CH3:14])[CH2:4][CH2:3]4)=[O:72])[C:68]4[C:63](=[CH:64][CH:65]=[CH:66][CH:67]=4)[N:62]=3)=[CH:57][CH:56]=2)[CH2:51][CH2:50]1, predict the reactants needed to synthesize it. The reactants are: [NH2:1][C@H:2]1[CH2:7][CH2:6][C@H:5]([CH2:8][NH:9][C:10](=[O:16])[O:11][C:12]([CH3:15])([CH3:14])[CH3:13])[CH2:4][CH2:3]1.CCN(C(C)C)C(C)C.CN(C(ON1N=NC2C=CC=CC1=2)=[N+](C)C)C.[B-](F)(F)(F)F.[CH3:48][N:49]1[CH2:54][CH2:53][N:52]([C:55]2[N:60]=[CH:59][C:58]([C:61]3[CH:70]=[C:69]([C:71](O)=[O:72])[C:68]4[C:63](=[CH:64][CH:65]=[CH:66][CH:67]=4)[N:62]=3)=[CH:57][CH:56]=2)[CH2:51][CH2:50]1. (3) Given the product [CH3:27][O:26][C:22]1[C:21]2[C:17]([CH2:16][O:15][C:12]3[CH:11]=[CH:10][CH:9]=[C:8]4[C:13]=3[CH:14]=[C:6]([C:4]([OH:5])=[O:3])[NH:7]4)=[CH:18][O:19][C:20]=2[CH:25]=[CH:24][CH:23]=1, predict the reactants needed to synthesize it. The reactants are: CC[O:3][C:4]([C:6]1[N:7](C(OC(C)(C)C)=O)[C:8]2[C:13]([CH:14]=1)=[C:12]([O:15][CH2:16][C:17]1[C:21]3[C:22]([O:26][CH3:27])=[CH:23][CH:24]=[CH:25][C:20]=3[O:19][CH:18]=1)[CH:11]=[CH:10][CH:9]=2)=[O:5].Cl.Cl.[C@H]1(CN2CCC(NC(C3NC4C(C=3)=C(OCC3C5C=CC=CC=5OC=3)C=CC=4)=O)CC2)[C@@H]2N(CCCC2)CCC1.